Task: Predict the reactants needed to synthesize the given product.. Dataset: Full USPTO retrosynthesis dataset with 1.9M reactions from patents (1976-2016) (1) Given the product [F:1][C:2]1[CH:3]=[C:4]2[C:5](=[CH:6][C:7]=1[F:8])[NH:9][C:12](=[O:11])[CH:13]=[N:10]2, predict the reactants needed to synthesize it. The reactants are: [F:1][C:2]1[CH:3]=[C:4]([NH2:10])[C:5]([NH2:9])=[CH:6][C:7]=1[F:8].[O:11]=[CH:12][C:13](OCC)=O. (2) The reactants are: [NH2:1][C:2]1[CH:6]=[C:5]([Br:7])[S:4][C:3]=1[C:8]([NH2:10])=[O:9].Cl[C:12]([C:14]12[N:20]([C:21]([O:23][CH2:24][C:25]3[CH:30]=[CH:29][CH:28]=[CH:27][CH:26]=3)=[O:22])[CH:17]([CH2:18][CH2:19]1)[CH2:16][CH2:15]2)=O.C(N(C(C)C)C(C)C)C.C(=O)([O-])O.[Na+]. Given the product [Br:7][C:5]1[S:4][C:3]2[C:8](=[O:9])[NH:10][C:12]([C:14]34[N:20]([C:21]([O:23][CH2:24][C:25]5[CH:26]=[CH:27][CH:28]=[CH:29][CH:30]=5)=[O:22])[CH:17]([CH2:16][CH2:15]3)[CH2:18][CH2:19]4)=[N:1][C:2]=2[CH:6]=1, predict the reactants needed to synthesize it. (3) Given the product [CH2:12]([O:19][CH:20]([CH2:27][CH2:28][CH2:29][CH2:30][CH2:31][CH2:32][CH2:33][CH3:34])[CH2:21][CH2:22][CH2:23][CH2:24][CH:25]=[O:26])[C:13]1[CH:18]=[CH:17][CH:16]=[CH:15][CH:14]=1, predict the reactants needed to synthesize it. The reactants are: C1C=C[NH+]=CC=1.[O-][Cr](Cl)(=O)=O.[CH2:12]([O:19][CH:20]([CH2:27][CH2:28][CH2:29][CH2:30][CH2:31][CH2:32][CH2:33][CH3:34])[CH2:21][CH2:22][CH2:23][CH2:24][CH2:25][OH:26])[C:13]1[CH:18]=[CH:17][CH:16]=[CH:15][CH:14]=1. (4) Given the product [CH3:1][O:2][C:3](=[O:25])[CH2:4][C:5]1[CH:6]=[C:7]([C:13]2[CH:18]=[C:17]([O:19][CH3:20])[CH:16]=[CH:15][C:14]=2[CH2:21][N:22]([C:29]([CH:26]2[CH2:28][CH2:27]2)=[O:30])[CH2:23][CH3:24])[C:8]([O:11][CH3:12])=[CH:9][CH:10]=1, predict the reactants needed to synthesize it. The reactants are: [CH3:1][O:2][C:3](=[O:25])[CH2:4][C:5]1[CH:6]=[C:7]([C:13]2[CH:18]=[C:17]([O:19][CH3:20])[CH:16]=[CH:15][C:14]=2[CH2:21][NH:22][CH2:23][CH3:24])[C:8]([O:11][CH3:12])=[CH:9][CH:10]=1.[CH:26]1([C:29](Cl)=[O:30])[CH2:28][CH2:27]1. (5) Given the product [OH:20][CH:12]([CH:9]1[CH2:8][CH2:7][C:6](=[O:2])[CH2:11][CH2:10]1)[CH2:13][C:14]1[CH:19]=[CH:18][CH:17]=[CH:16][CH:15]=1, predict the reactants needed to synthesize it. The reactants are: Cl.[O:2]1[C:6]2([CH2:11][CH2:10][CH:9]([CH:12]([OH:20])[CH2:13][C:14]3[CH:19]=[CH:18][CH:17]=[CH:16][CH:15]=3)[CH2:8][CH2:7]2)OCC1.[OH-].[Na+].